Regression. Given two drug SMILES strings and cell line genomic features, predict the synergy score measuring deviation from expected non-interaction effect. From a dataset of NCI-60 drug combinations with 297,098 pairs across 59 cell lines. (1) Drug 1: CCC1(C2=C(COC1=O)C(=O)N3CC4=CC5=C(C=CC(=C5CN(C)C)O)N=C4C3=C2)O.Cl. Drug 2: C(CCl)NC(=O)N(CCCl)N=O. Cell line: SF-295. Synergy scores: CSS=29.8, Synergy_ZIP=-3.27, Synergy_Bliss=-2.77, Synergy_Loewe=-8.67, Synergy_HSA=-0.688. (2) Drug 1: C1C(C(OC1N2C=C(C(=O)NC2=O)F)CO)O. Drug 2: COC1=NC(=NC2=C1N=CN2C3C(C(C(O3)CO)O)O)N. Cell line: RPMI-8226. Synergy scores: CSS=33.2, Synergy_ZIP=-11.8, Synergy_Bliss=-6.95, Synergy_Loewe=-56.4, Synergy_HSA=-7.09. (3) Drug 1: CS(=O)(=O)C1=CC(=C(C=C1)C(=O)NC2=CC(=C(C=C2)Cl)C3=CC=CC=N3)Cl. Drug 2: CC1=C2C(C(=O)C3(C(CC4C(C3C(C(C2(C)C)(CC1OC(=O)C(C(C5=CC=CC=C5)NC(=O)OC(C)(C)C)O)O)OC(=O)C6=CC=CC=C6)(CO4)OC(=O)C)O)C)O. Cell line: OVCAR-5. Synergy scores: CSS=55.5, Synergy_ZIP=9.59, Synergy_Bliss=11.6, Synergy_Loewe=-10.4, Synergy_HSA=12.1. (4) Cell line: RXF 393. Drug 2: C1=CC=C(C=C1)NC(=O)CCCCCCC(=O)NO. Synergy scores: CSS=15.4, Synergy_ZIP=2.55, Synergy_Bliss=5.55, Synergy_Loewe=4.46, Synergy_HSA=6.20. Drug 1: CC(C1=C(C=CC(=C1Cl)F)Cl)OC2=C(N=CC(=C2)C3=CN(N=C3)C4CCNCC4)N. (5) Drug 1: CS(=O)(=O)C1=CC(=C(C=C1)C(=O)NC2=CC(=C(C=C2)Cl)C3=CC=CC=N3)Cl. Drug 2: C1=C(C(=O)NC(=O)N1)F. Cell line: HCT116. Synergy scores: CSS=46.8, Synergy_ZIP=0.253, Synergy_Bliss=-1.97, Synergy_Loewe=-15.4, Synergy_HSA=-1.76.